Dataset: Catalyst prediction with 721,799 reactions and 888 catalyst types from USPTO. Task: Predict which catalyst facilitates the given reaction. (1) Reactant: [Cl:1][C:2]1[CH:3]=[C:4]2[C:9](=[CH:10][CH:11]=1)[N:8]=[CH:7][C:6]([N+:12]([O-])=O)=[C:5]2[C:15]([F:18])([F:17])[F:16].O.O.Cl[Sn]Cl.C([O-])([O-])=O.[K+].[K+]. Product: [Cl:1][C:2]1[CH:3]=[C:4]2[C:9](=[CH:10][CH:11]=1)[N:8]=[CH:7][C:6]([NH2:12])=[C:5]2[C:15]([F:17])([F:16])[F:18]. The catalyst class is: 25. (2) Reactant: [C:1]([O:5][C:6]([NH:8][CH2:9][C:10]1[CH:11]=[CH:12][C:13]([F:19])=[C:14](B(O)O)[CH:15]=1)=[O:7])([CH3:4])([CH3:3])[CH3:2].Cl.Cl[C:22]1[CH:27]=[CH:26][N:25]=[CH:24][CH:23]=1.C([O-])([O-])=O.[Na+].[Na+]. Product: [C:1]([O:5][C:6](=[O:7])[NH:8][CH2:9][C:10]1[CH:11]=[CH:12][C:13]([F:19])=[C:14]([C:22]2[CH:27]=[CH:26][N:25]=[CH:24][CH:23]=2)[CH:15]=1)([CH3:4])([CH3:3])[CH3:2]. The catalyst class is: 437. (3) Reactant: [C:1]([O:5][C:6]([N:8]1[C:16]2[CH:15]=[C:14]([CH2:17][O:18]C(=O)C)[N:13]=[CH:12][C:11]=2[C:10]([CH3:23])([CH3:22])[CH2:9]1)=[O:7])([CH3:4])([CH3:3])[CH3:2].C(=O)([O-])[O-].[K+].[K+].O. Product: [C:1]([O:5][C:6]([N:8]1[C:16]2[CH:15]=[C:14]([CH2:17][OH:18])[N:13]=[CH:12][C:11]=2[C:10]([CH3:23])([CH3:22])[CH2:9]1)=[O:7])([CH3:4])([CH3:2])[CH3:3]. The catalyst class is: 5. (4) Reactant: [C:1]([O:6][CH3:7])(=[O:5])[CH:2]([CH3:4])[CH3:3].[Li+].CC([N-]C(C)C)C.[Br:16][C:17]1[CH:22]=[CH:21][CH:20]=[C:19]([CH2:23]Br)[CH:18]=1. Product: [Br:16][C:17]1[CH:18]=[C:19]([CH2:23][C:2]([CH3:4])([CH3:3])[C:1]([O:6][CH3:7])=[O:5])[CH:20]=[CH:21][CH:22]=1. The catalyst class is: 1. (5) Reactant: C(O)(C(F)(F)F)=O.[Cl:8][C:9]1[CH:10]=[CH:11][C:12]([CH3:28])=[C:13]([C:15]([NH:19][CH2:20][CH:21](OCC)OCC)=[CH:16][C:17]#[N:18])[CH:14]=1. Product: [Cl:8][C:9]1[CH:10]=[CH:11][C:12]([CH3:28])=[C:13]([C:15]2[NH:19][CH:20]=[CH:21][C:16]=2[C:17]#[N:18])[CH:14]=1. The catalyst class is: 2. (6) Reactant: [F:1][CH:2]([F:26])[O:3][C:4]1[CH:9]=[CH:8][C:7]([CH:10]([C:12]2([C:18]3[CH:23]=[CH:22][CH:21]=[C:20]([Cl:24])[CH:19]=3)SCCCS2)[OH:11])=[CH:6][C:5]=1[CH3:25].FC(F)(F)C(OC1C(OC(=O)C(F)(F)F)=C(I)C=CC=1)=[O:30].CCOC(C)=O.CCCCCC.CCOC(C)=O. Product: [F:1][CH:2]([F:26])[O:3][C:4]1[CH:9]=[CH:8][C:7]([CH:10]([OH:11])[C:12]([C:18]2[CH:23]=[CH:22][CH:21]=[C:20]([Cl:24])[CH:19]=2)=[O:30])=[CH:6][C:5]=1[CH3:25]. The catalyst class is: 47. (7) The catalyst class is: 97. Product: [OH:38][C:16]([C:9]1[CH:10]=[CH:11][C:12]([O:14][CH3:15])=[CH:13][C:8]=1[O:7][CH2:6][C:43]([OH:39])=[O:44])([C:18]1[CH:23]=[CH:22][CH:21]=[C:20]([O:24][CH2:25][C:26]2[N:27]=[C:28]([C:32]3[CH:37]=[CH:36][CH:35]=[CH:34][CH:33]=3)[O:29][C:30]=2[CH3:31])[CH:19]=1)[CH3:17]. Reactant: C(OC[CH2:6][O:7][C:8]1[CH:13]=[C:12]([O:14][CH3:15])[CH:11]=[CH:10][C:9]=1[C:16]([OH:38])([C:18]1[CH:23]=[CH:22][CH:21]=[C:20]([O:24][CH2:25][C:26]2[N:27]=[C:28]([C:32]3[CH:37]=[CH:36][CH:35]=[CH:34][CH:33]=3)[O:29][C:30]=2[CH3:31])[CH:19]=1)[CH3:17])(=O)C.[O:39]1[CH2:43]CCC1.[OH2:44].[OH-].[Li+].Cl.